From a dataset of Reaction yield outcomes from USPTO patents with 853,638 reactions. Predict the reaction yield, written as a fraction of the theoretical maximum amount of product (1.0 means a 100% yield; for example, 0.34 means a 34% yield). The reactants are CC1C=CC(S(OCC2CC3C=CC=C(C(C)(C)C)C=3O2)(=O)=O)=CC=1.[N-]=[N+]=[N-].[Na+].[N:30]([CH2:33][CH:34]1[CH2:38][C:37]2[CH:39]=[CH:40][CH:41]=[C:42]([C:43]([CH3:46])([CH3:45])[CH3:44])[C:36]=2[O:35]1)=[N+]=[N-].[N-]=[N+]=[N-]. The catalyst is [Pd]. The product is [C:43]([C:42]1[C:36]2[O:35][CH:34]([CH2:33][NH2:30])[CH2:38][C:37]=2[CH:39]=[CH:40][CH:41]=1)([CH3:46])([CH3:44])[CH3:45]. The yield is 0.670.